This data is from Full USPTO retrosynthesis dataset with 1.9M reactions from patents (1976-2016). The task is: Predict the reactants needed to synthesize the given product. (1) Given the product [F:1][C:2]1[CH:3]=[CH:4][C:5]([C:8]2[O:9][C:10]3[CH:20]=[CH:19][C:18]([C:21]4[CH:22]=[C:23]([C:31](=[O:37])[NH:32][CH2:33][CH:34]([CH3:35])[CH3:36])[CH:24]=[C:25]([OH:27])[CH:26]=4)=[CH:17][C:11]=3[C:12]=2[C:13]([NH:15][CH3:16])=[O:14])=[CH:6][CH:7]=1, predict the reactants needed to synthesize it. The reactants are: [F:1][C:2]1[CH:7]=[CH:6][C:5]([C:8]2[O:9][C:10]3[CH:20]=[CH:19][C:18]([C:21]4[CH:26]=[C:25]([O:27]C(C)C)[CH:24]=[C:23]([C:31](=[O:37])[NH:32][CH2:33][CH:34]([CH3:36])[CH3:35])[CH:22]=4)=[CH:17][C:11]=3[C:12]=2[C:13]([NH:15][CH3:16])=[O:14])=[CH:4][CH:3]=1.ClB(Cl)Cl.CO. (2) Given the product [F:1][C:2]1[CH:3]=[C:4]([C:8]2[C@:9]3([CH2:25][CH2:24][C@H:23]4[C@@H:14]([CH2:15][CH2:16][C:17]5[CH:18]=[C:19]([C:26]([NH:33][CH2:32][CH2:31][O:30][CH3:29])=[O:27])[CH:20]=[CH:21][C:22]=54)[C@@H:11]3[CH2:12][CH:13]=2)[CH3:10])[CH:5]=[N:6][CH:7]=1, predict the reactants needed to synthesize it. The reactants are: [F:1][C:2]1[CH:3]=[C:4]([C:8]2[C@:9]3([CH2:25][CH2:24][C@H:23]4[C@@H:14]([CH2:15][CH2:16][C:17]5[CH:18]=[C:19]([C:26](O)=[O:27])[CH:20]=[CH:21][C:22]=54)[C@@H:11]3[CH2:12][CH:13]=2)[CH3:10])[CH:5]=[N:6][CH:7]=1.[CH3:29][O:30][CH2:31][CH2:32][NH2:33].